This data is from Full USPTO retrosynthesis dataset with 1.9M reactions from patents (1976-2016). The task is: Predict the reactants needed to synthesize the given product. (1) Given the product [CH3:24][C:16]1[CH:17]=[C:18]([C:2]2[CH:3]=[CH:4][C:5]3[N:6]=[CH:7][NH:8][C:9](=[O:12])[C:10]=3[N:11]=2)[CH:19]=[CH:20][C:15]=1[O:14][CH3:13], predict the reactants needed to synthesize it. The reactants are: Cl[C:2]1[CH:3]=[CH:4][C:5]2[N:6]=[CH:7][NH:8][C:9](=[O:12])[C:10]=2[N:11]=1.[CH3:13][O:14][C:15]1[CH:20]=[CH:19][C:18](B(O)O)=[CH:17][C:16]=1[CH3:24].C(=O)([O-])[O-].[K+].[K+]. (2) Given the product [C:36]([O:35][C:33]([NH:32][C@H:23]([CH2:22][C:20]1[CH:21]=[C:16]([N:15]([O:7][CH2:5][CH2:4][Cl:44])[CH2:41][CH2:42][Cl:43])[CH:17]=[CH:18][C:19]=1[CH3:40])[CH2:24][C:25]([O:27][C:28]([CH3:31])([CH3:29])[CH3:30])=[O:26])=[O:34])([CH3:38])([CH3:39])[CH3:37], predict the reactants needed to synthesize it. The reactants are: ClC1C=[C:4](C=CC=1)[C:5]([O:7]O)=O.ClCC[N:15]([CH2:41][CH2:42][Cl:43])[C:16]1[CH:17]=[CH:18][C:19]([CH3:40])=[C:20]([CH2:22][C@@H:23]([NH:32][C:33]([O:35][C:36]([CH3:39])([CH3:38])[CH3:37])=[O:34])[CH2:24][C:25]([O:27][C:28]([CH3:31])([CH3:30])[CH3:29])=[O:26])[CH:21]=1.[Cl:44]CCl. (3) Given the product [Cl:13][C:10]1[S:9][C:8]([C:6]2[N:7]=[C:2]([N:17]3[C:18]4[CH:27]=[CH:26][C:21]([C:22]([OH:24])=[O:23])=[CH:20][C:19]=4[O:28][C:29]3=[O:40])[C:3]3[CH2:16][CH2:15][CH2:14][C:4]=3[N:5]=2)=[CH:12][CH:11]=1, predict the reactants needed to synthesize it. The reactants are: Cl[C:2]1[C:3]2[CH2:16][CH2:15][CH2:14][C:4]=2[N:5]=[C:6]([C:8]2[S:9][C:10]([Cl:13])=[CH:11][CH:12]=2)[N:7]=1.[NH2:17][C:18]1[CH:27]=[CH:26][C:21]([C:22]([O:24]C)=[O:23])=[CH:20][C:19]=1[O:28][CH3:29].B(Br)(Br)Br.C1N=CN(C(N2C=NC=C2)=[O:40])C=1. (4) Given the product [O:1]1[C:5]2[CH:6]=[CH:7][C:8]([C:10]3[NH:28][C:27]4[N:26]([N:25]=[CH:24][C:23]=4[C:17]4[CH:22]=[CH:21][CH:20]=[CH:19][CH:18]=4)[C:12](=[O:14])[CH:11]=3)=[CH:9][C:4]=2[CH:3]=[CH:2]1, predict the reactants needed to synthesize it. The reactants are: [O:1]1[C:5]2[CH:6]=[CH:7][C:8]([C:10](=O)[CH2:11][C:12]([O:14]C)=O)=[CH:9][C:4]=2[CH:3]=[CH:2]1.[C:17]1([C:23]2[CH:24]=[N:25][NH:26][C:27]=2[NH2:28])[CH:22]=[CH:21][CH:20]=[CH:19][CH:18]=1. (5) Given the product [Cl:3][CH:4]([CH2:8][CH2:9][CH2:10][CH2:11][CH2:12][CH2:13][CH2:14][CH2:15][CH2:16][CH2:17][CH2:18][CH2:19][CH2:20][CH2:21][CH2:22][CH3:23])[C:5]([O-:7])=[O:6].[Ag+:28], predict the reactants needed to synthesize it. The reactants are: [OH-].[Na+].[Cl:3][CH:4]([CH2:8][CH2:9][CH2:10][CH2:11][CH2:12][CH2:13][CH2:14][CH2:15][CH2:16][CH2:17][CH2:18][CH2:19][CH2:20][CH2:21][CH2:22][CH3:23])[C:5]([OH:7])=[O:6].[N+]([O-])([O-])=O.[Ag+:28].[Ag].[Na]. (6) Given the product [CH3:15][C:11]1([CH3:14])[CH2:12][CH2:13][N:9]([C:4]2[C:3]([NH:2][C:28](=[O:29])[C:27]3[CH:31]=[CH:32][CH:33]=[C:25]([S:22]([C:18]4[S:17][CH:21]=[CH:20][N:19]=4)(=[O:24])=[O:23])[CH:26]=3)=[CH:7][N:6]([CH3:8])[N:5]=2)[C:10]1=[O:16], predict the reactants needed to synthesize it. The reactants are: Cl.[NH2:2][C:3]1[C:4]([N:9]2[CH2:13][CH2:12][C:11]([CH3:15])([CH3:14])[C:10]2=[O:16])=[N:5][N:6]([CH3:8])[CH:7]=1.[S:17]1[CH:21]=[CH:20][N:19]=[C:18]1[S:22]([C:25]1[CH:26]=[C:27]([CH:31]=[CH:32][CH:33]=1)[C:28](O)=[O:29])(=[O:24])=[O:23].CN(C(ON1N=NC2C=CC=NC1=2)=[N+](C)C)C.F[P-](F)(F)(F)(F)F.C(N(C(C)C)CC)(C)C. (7) The reactants are: [F:1][C:2]1[CH:7]=[C:6]([N+:8]([O-])=O)[CH:5]=[CH:4][C:3]=1[CH2:11][O:12][CH2:13][CH2:14][O:15][CH3:16]. Given the product [F:1][C:2]1[CH:7]=[C:6]([CH:5]=[CH:4][C:3]=1[CH2:11][O:12][CH2:13][CH2:14][O:15][CH3:16])[NH2:8], predict the reactants needed to synthesize it.